This data is from Forward reaction prediction with 1.9M reactions from USPTO patents (1976-2016). The task is: Predict the product of the given reaction. (1) The product is: [ClH:19].[CH3:40][N:25]1[C:26]([C:29]2[CH:38]=[CH:37][CH:36]=[C:35]3[C:30]=2[CH:31]=[CH:32][C:33]([CH3:39])=[N:34]3)=[N:27][N:28]=[C:24]1[S:23][CH2:22][CH2:21][CH2:20][N:11]1[CH2:10][CH2:9][C:8]2[CH:14]=[C:15]3[N:16]=[C:3]([C:2]([F:17])([F:1])[F:18])[O:4][C:5]3=[CH:6][C:7]=2[CH2:13][CH2:12]1. Given the reactants [F:1][C:2]([F:18])([F:17])[C:3]1[O:4][C:5]2[C:15]([N:16]=1)=[CH:14][C:8]1[CH2:9][CH2:10][NH:11][CH2:12][CH2:13][C:7]=1[CH:6]=2.[Cl:19][CH2:20][CH2:21][CH2:22][S:23][C:24]1[N:25]([CH3:40])[C:26]([C:29]2[CH:38]=[CH:37][CH:36]=[C:35]3[C:30]=2[CH:31]=[CH:32][C:33]([CH3:39])=[N:34]3)=[N:27][N:28]=1, predict the reaction product. (2) Given the reactants [C:1]1([CH:7]([C:16]2[CH:21]=[CH:20][CH:19]=[CH:18][CH:17]=2)[C:8]2[CH:15]=[CH:14][C:11]([CH:12]=[O:13])=[CH:10][CH:9]=2)[CH:6]=[CH:5][CH:4]=[CH:3][CH:2]=1.C([OH:26])CCC.[O-]Cl=O.[Na+], predict the reaction product. The product is: [C:16]1([CH:7]([C:1]2[CH:2]=[CH:3][CH:4]=[CH:5][CH:6]=2)[C:8]2[CH:15]=[CH:14][C:11]([C:12]([OH:26])=[O:13])=[CH:10][CH:9]=2)[CH:17]=[CH:18][CH:19]=[CH:20][CH:21]=1.